Dataset: NCI-60 drug combinations with 297,098 pairs across 59 cell lines. Task: Regression. Given two drug SMILES strings and cell line genomic features, predict the synergy score measuring deviation from expected non-interaction effect. (1) Drug 1: C1C(C(OC1N2C=NC(=NC2=O)N)CO)O. Drug 2: CC1CCCC2(C(O2)CC(NC(=O)CC(C(C(=O)C(C1O)C)(C)C)O)C(=CC3=CSC(=N3)C)C)C. Cell line: SNB-19. Synergy scores: CSS=42.2, Synergy_ZIP=-0.601, Synergy_Bliss=-1.06, Synergy_Loewe=-9.81, Synergy_HSA=1.41. (2) Drug 1: C1=NC2=C(N=C(N=C2N1C3C(C(C(O3)CO)O)O)F)N. Drug 2: CNC(=O)C1=NC=CC(=C1)OC2=CC=C(C=C2)NC(=O)NC3=CC(=C(C=C3)Cl)C(F)(F)F. Cell line: HOP-62. Synergy scores: CSS=9.95, Synergy_ZIP=0.563, Synergy_Bliss=0.0467, Synergy_Loewe=-10.6, Synergy_HSA=-7.39.